Dataset: Catalyst prediction with 721,799 reactions and 888 catalyst types from USPTO. Task: Predict which catalyst facilitates the given reaction. (1) Reactant: [C:1]1(=[O:16])[CH2:15][CH2:14][CH2:13][CH2:12][CH2:11][CH2:10][CH2:9][CH2:8][CH2:7][CH2:6][CH2:5][CH2:4][CH:3]=[CH:2]1.[CH:17]1[CH2:21][CH:20]=[CH:19][CH:18]=1.Cl(O)(=O)(=O)=O.C([C@@H]1N[C@H](C2OC(C)=CC=2)N(C)C1=O)C1C=CC=CC=1. Product: [C@@H:19]12[CH2:20][C@H:21]([CH:17]=[CH:18]1)[C@H:3]1[C@@H:2]2[C:1](=[O:16])[CH2:15][CH2:14][CH2:13][CH2:12][CH2:11][CH2:10][CH2:9][CH2:8][CH2:7][CH2:6][CH2:5][CH2:4]1. The catalyst class is: 6. (2) Reactant: Cl.[F:2][C:3]1[CH:4]=[CH:5][CH:6]=[C:7]2[C:12]=1[O:11][CH2:10][CH2:9][C@H:8]2[NH2:13].CCN(C(C)C)C(C)C.[Cl:23][C:24]1[N:29]=[C:28](Cl)[C:27]([N+:31]([O-:33])=[O:32])=[CH:26][N:25]=1. Product: [Cl:23][C:24]1[N:29]=[C:28]([NH:13][C@H:8]2[C:7]3[C:12](=[C:3]([F:2])[CH:4]=[CH:5][CH:6]=3)[O:11][CH2:10][CH2:9]2)[C:27]([N+:31]([O-:33])=[O:32])=[CH:26][N:25]=1. The catalyst class is: 2. (3) Reactant: [C@@H:1]1([N:10]2[C:20]3[N:19]=[C:17]([NH2:18])[NH:16][C:14](=[O:15])[C:13]=3[N:12]=[CH:11]2)[O:9][C@H:6]([CH2:7][OH:8])[C@@H:4]([OH:5])[C@H:2]1[OH:3].[C:21](O)(=[O:29])[CH2:22][CH2:23][CH2:24][CH2:25][C:26]([OH:28])=[O:27].O=C1N(P(Cl)(N2CCOC2=O)=O)CCO1. Product: [C:26]([CH2:25][CH2:24][CH2:23][CH2:22][C:21]([C@@:1]1([N:10]2[C:20]3[N:19]=[C:17]([NH2:18])[NH:16][C:14](=[O:15])[C:13]=3[N:12]=[CH:11]2)[O:9][C@H:6]([CH2:7][OH:8])[C@@H:4]([OH:5])[C@H:2]1[OH:3])=[O:29])([OH:28])=[O:27]. The catalyst class is: 17. (4) Reactant: [F:1][C:2]1[CH:21]=[CH:20][C:5]([C:6]([NH:8][C:9]2[N:14]=[CH:13][C:12]([CH:15]([CH3:19])[C:16]([OH:18])=O)=[CH:11][CH:10]=2)=[O:7])=[CH:4][CH:3]=1.ON1C2C=CC=CC=2N=N1.C(N=C=NCCCN(C)C)C.C(N(CC)CC)C.[Cl:50][C:51]1[CH:52]=[C:53]([N:57]2[C:61]([CH2:62][NH2:63])=[CH:60][C:59]([C:64]([F:67])([F:66])[F:65])=[N:58]2)[CH:54]=[CH:55][CH:56]=1. Product: [Cl:50][C:51]1[CH:52]=[C:53]([N:57]2[C:61]([CH2:62][NH:63][C:16](=[O:18])[CH:15]([C:12]3[CH:11]=[CH:10][C:9]([NH:8][C:6](=[O:7])[C:5]4[CH:4]=[CH:3][C:2]([F:1])=[CH:21][CH:20]=4)=[N:14][CH:13]=3)[CH3:19])=[CH:60][C:59]([C:64]([F:65])([F:66])[F:67])=[N:58]2)[CH:54]=[CH:55][CH:56]=1. The catalyst class is: 35.